Regression. Given a peptide amino acid sequence and an MHC pseudo amino acid sequence, predict their binding affinity value. This is MHC class I binding data. From a dataset of Peptide-MHC class I binding affinity with 185,985 pairs from IEDB/IMGT. (1) The peptide sequence is VFTGYRVTK. The MHC is HLA-A03:01 with pseudo-sequence HLA-A03:01. The binding affinity (normalized) is 0.297. (2) The binding affinity (normalized) is 0.371. The peptide sequence is TVFFTASLFL. The MHC is HLA-A68:01 with pseudo-sequence HLA-A68:01. (3) The peptide sequence is MASSALLWM. The MHC is HLA-B53:01 with pseudo-sequence HLA-B53:01. The binding affinity (normalized) is 0.795. (4) The binding affinity (normalized) is 0.0847. The MHC is HLA-B58:01 with pseudo-sequence HLA-B58:01. The peptide sequence is IYSAEFKNY. (5) The peptide sequence is GDYKLVEI. The MHC is HLA-B18:01 with pseudo-sequence HLA-B18:01. The binding affinity (normalized) is 0.395. (6) The peptide sequence is MTRVTNNVY. The MHC is BoLA-T2a with pseudo-sequence BoLA-T2a. The binding affinity (normalized) is 0.0641. (7) The peptide sequence is TTAEFTVPK. The MHC is HLA-B46:01 with pseudo-sequence HLA-B46:01. The binding affinity (normalized) is 0.0847. (8) The peptide sequence is REWGWRIPF. The MHC is HLA-B57:01 with pseudo-sequence HLA-B57:01. The binding affinity (normalized) is 0.0847. (9) The peptide sequence is AQYSPQQL. The MHC is Mamu-B3901 with pseudo-sequence Mamu-B3901. The binding affinity (normalized) is 0.584. (10) The peptide sequence is TTILGLLPM. The MHC is HLA-A69:01 with pseudo-sequence HLA-A69:01. The binding affinity (normalized) is 0.943.